This data is from Full USPTO retrosynthesis dataset with 1.9M reactions from patents (1976-2016). The task is: Predict the reactants needed to synthesize the given product. (1) Given the product [OH:1][C:2]1[C:10]([OH:11])=[CH:9][CH:8]=[CH:7][C:3]=1[C:4]([O:6][CH3:12])=[O:5], predict the reactants needed to synthesize it. The reactants are: [OH:1][C:2]1[C:10]([OH:11])=[CH:9][CH:8]=[CH:7][C:3]=1[C:4]([OH:6])=[O:5].[C:12]1(C)C=CC(S(O)(=O)=O)=CC=1.O. (2) Given the product [O:14]=[C:13]([N:15]1[CH2:16][CH2:17][N:18]([C:21](=[O:32])[C:22]2[CH:27]=[CH:26][CH:25]=[CH:24][C:23]=2[C:28]([F:31])([F:29])[F:30])[CH2:19][CH2:20]1)[CH2:12][NH:11][C:68]([C:65]1[CH:64]=[CH:63][C:62]([C:56]2[CH:57]=[CH:58][CH:59]=[C:60]([F:61])[C:55]=2[F:54])=[CH:67][CH:66]=1)=[O:69], predict the reactants needed to synthesize it. The reactants are: CCN(C(C)C)C(C)C.Cl.[NH2:11][CH2:12][C:13]([N:15]1[CH2:20][CH2:19][N:18]([C:21](=[O:32])[C:22]2[CH:27]=[CH:26][CH:25]=[CH:24][C:23]=2[C:28]([F:31])([F:30])[F:29])[CH2:17][CH2:16]1)=[O:14].C1C=CC2N(O)N=NC=2C=1.CCN=C=NCCCN(C)C.[F:54][C:55]1[C:60]([F:61])=[CH:59][CH:58]=[CH:57][C:56]=1[C:62]1[CH:67]=[CH:66][C:65]([C:68](O)=[O:69])=[CH:64][CH:63]=1. (3) Given the product [CH3:11][N:12]1[CH2:17][CH2:16][CH2:15][CH2:14][CH:13]1[CH:18]=[O:19], predict the reactants needed to synthesize it. The reactants are: CS(C)=O.C(Cl)(=O)C(Cl)=O.[CH3:11][N:12]1[CH2:17][CH2:16][CH2:15][CH2:14][CH:13]1[CH2:18][OH:19].C(N(CC)CC)C. (4) The reactants are: [CH3:1][O:2][C:3]1[CH:28]=[CH:27][C:6]([CH2:7][NH:8][CH:9]([C:21]2[CH:26]=[CH:25][CH:24]=[CH:23][CH:22]=2)[C:10]([O:12][C@@H:13]2[CH:18]3[CH2:19][CH2:20][N:15]([CH2:16][CH2:17]3)[CH2:14]2)=[O:11])=[CH:5][CH:4]=1.Cl[CH2:30][C:31]([C:33]1[S:34][CH:35]=[CH:36][CH:37]=1)=[O:32]. Given the product [CH:10]([O-:12])=[O:11].[CH:10]([O-:12])=[O:11].[CH3:1][O:2][C:3]1[CH:4]=[CH:5][C:6]([CH2:7][NH:8][CH:9]([C:21]2[CH:22]=[CH:23][CH:24]=[CH:25][CH:26]=2)[C:10]([O:12][C@@H:13]2[CH:18]3[CH2:17][CH2:16][N+:15]([CH2:30][C:31](=[O:32])[C:33]4[S:34][CH:35]=[CH:36][CH:37]=4)([CH2:20][CH2:19]3)[CH2:14]2)=[O:11])=[CH:27][CH:28]=1.[CH3:1][O:2][C:3]1[CH:4]=[CH:5][C:6]([CH2:7][NH:8][CH:9]([C:21]2[CH:22]=[CH:23][CH:24]=[CH:25][CH:26]=2)[C:10]([O:12][C@@H:13]2[CH:18]3[CH2:17][CH2:16][N+:15]([CH2:30][C:31]([C:33]4[S:34][CH:35]=[CH:36][CH:37]=4)=[O:32])([CH2:20][CH2:19]3)[CH2:14]2)=[O:11])=[CH:27][CH:28]=1, predict the reactants needed to synthesize it. (5) Given the product [NH2:9][C:7]1[CH:6]=[CH:5][C:4]([CH2:12][C:13]([OH:15])=[O:14])=[C:3]([S:2][CH3:1])[CH:8]=1, predict the reactants needed to synthesize it. The reactants are: [CH3:1][S:2][C:3]1[CH:8]=[C:7]([N+:9]([O-])=O)[CH:6]=[CH:5][C:4]=1[CH2:12][C:13]([OH:15])=[O:14]. (6) The reactants are: [CH3:1][O:2][C:3]1[CH:8]=[CH:7][C:6](B(O)O)=[CH:5][N:4]=1.[Cl:12][C:13]1[CH:14]=[C:15](I)[N:16]2[C:21]=1[CH:20]=[N:19][C:18]([S:22][CH3:23])=[N:17]2.C(=O)([O-])[O-].[Na+].[Na+].O. Given the product [Cl:12][C:13]1[CH:14]=[C:15]([C:6]2[CH:5]=[N:4][C:3]([O:2][CH3:1])=[CH:8][CH:7]=2)[N:16]2[C:21]=1[CH:20]=[N:19][C:18]([S:22][CH3:23])=[N:17]2, predict the reactants needed to synthesize it.